This data is from Retrosynthesis with 50K atom-mapped reactions and 10 reaction types from USPTO. The task is: Predict the reactants needed to synthesize the given product. (1) Given the product c1ccc(-n2c3ccccc3c3cc(-c4ccc5[nH]c6ccccc6c5c4)ccc32)cc1, predict the reactants needed to synthesize it. The reactants are: Brc1ccc2[nH]c3ccccc3c2c1.OB(O)c1ccc2c(c1)c1ccccc1n2-c1ccccc1. (2) Given the product CCOC(=O)C(C)C(C)(C)C=CCBr, predict the reactants needed to synthesize it. The reactants are: CC=CC(C)(C)C(C)C(=O)OCC.O=C1CCC(=O)N1Br. (3) Given the product COc1nc(OC)nc([N+]2(C)CCOCC2)n1, predict the reactants needed to synthesize it. The reactants are: CN1CCOCC1.COc1nc(Cl)nc(OC)n1.F[B-](F)(F)F. (4) The reactants are: CC(C)(C)OC(=O)OC(=O)OC(C)(C)C.O=[N+]([O-])c1cc2c(cc1F)CNCC2. Given the product CC(C)(C)OC(=O)N1CCc2cc([N+](=O)[O-])c(F)cc2C1, predict the reactants needed to synthesize it. (5) Given the product Oc1ccc2cc(-c3ccccc3)ccc2c1, predict the reactants needed to synthesize it. The reactants are: OB(O)c1ccccc1.Oc1ccc2cc(Br)ccc2c1. (6) The reactants are: CC(C)(C)OC(=O)N1CC(F)(F)C[C@H]1CNc1cccc(Cl)c1. Given the product FC1(F)CN[C@H](CNc2cccc(Cl)c2)C1, predict the reactants needed to synthesize it. (7) Given the product CN(CCN1CCN(C(=O)OC(C)(C)C)CC1)Cc1cccc(C(=O)Nc2ccc(N3CCCCC3)cc2-c2cc(C(=O)NCc3cccc(C(F)(F)F)c3)ccn2)c1, predict the reactants needed to synthesize it. The reactants are: CNCCN1CCN(C(=O)OC(C)(C)C)CC1.O=C(NCc1cccc(C(F)(F)F)c1)c1ccnc(-c2cc(N3CCCCC3)ccc2NC(=O)c2cccc(CCl)c2)c1.